Dataset: Forward reaction prediction with 1.9M reactions from USPTO patents (1976-2016). Task: Predict the product of the given reaction. (1) The product is: [CH2:5]([C:12]1[N:17]([CH2:18][O:19][CH2:20][CH3:21])[C:16](=[O:22])[NH:15][C:14](=[O:23])[C:13]=1[CH:24]([CH3:25])[CH3:26])[C:6]1[CH:11]=[CH:10][CH:9]=[CH:8][CH:7]=1. Given the reactants C(O[CH:5]([C:12]1[N:17]([CH2:18][O:19][CH2:20][CH3:21])[C:16](=[O:22])[NH:15][C:14](=[O:23])[C:13]=1[CH:24]([CH3:26])[CH3:25])[C:6]1[CH:11]=[CH:10][CH:9]=[CH:8][CH:7]=1)(=O)C, predict the reaction product. (2) Given the reactants Br[CH2:2][C:3]([C:5]1[C:10]([CH3:11])=[CH:9][C:8]([NH:12][C:13](=[O:15])[CH3:14])=[CH:7][C:6]=1[CH3:16])=O.[NH2:17][C:18]([NH2:20])=[S:19], predict the reaction product. The product is: [NH2:20][C:18]1[S:19][CH:2]=[C:3]([C:5]2[C:10]([CH3:11])=[CH:9][C:8]([NH:12][C:13](=[O:15])[CH3:14])=[CH:7][C:6]=2[CH3:16])[N:17]=1. (3) Given the reactants [Br:1][C:2]1[CH:7]=[C:6]([C:8]2[CH2:12][C:11]([C:17]3[CH:22]=[C:21]([Cl:23])[CH:20]=[C:19]([Cl:24])[CH:18]=3)([C:13]([F:16])([F:15])[F:14])[O:10][N:9]=2)[CH:5]=[CH:4][C:3]=1[SH:25].O[CH2:27][NH:28][C:29]([CH:31]1[CH2:33][CH2:32]1)=[O:30], predict the reaction product. The product is: [Br:1][C:2]1[CH:7]=[C:6]([C:8]2[CH2:12][C:11]([C:17]3[CH:22]=[C:21]([Cl:23])[CH:20]=[C:19]([Cl:24])[CH:18]=3)([C:13]([F:16])([F:14])[F:15])[O:10][N:9]=2)[CH:5]=[CH:4][C:3]=1[S:25][CH2:27][NH:28][C:29]([CH:31]1[CH2:33][CH2:32]1)=[O:30]. (4) Given the reactants C[O:2][C:3]([C:5]1[CH2:10][CH2:9][CH2:8][N:7]([C:11]2[C:16]([CH3:17])=[CH:15][C:14]([CH3:18])=[CH:13][C:12]=2[Cl:19])[C:6]=1SC)=O.[CH3:22][NH:23][NH2:24].O.C1(C)C=CC(S(O)(=O)=O)=CC=1, predict the reaction product. The product is: [Cl:19][C:12]1[CH:13]=[C:14]([CH3:18])[CH:15]=[C:16]([CH3:17])[C:11]=1[N:7]1[CH2:8][CH2:9][CH2:10][C:5]2[C:3](=[O:2])[N:23]([CH3:22])[NH:24][C:6]1=2. (5) Given the reactants [OH:1][C:2]1[C:7]([CH3:8])=[C:6]([CH3:9])[CH:5]=[C:4]([CH3:10])[C:3]=1[C:11](=[O:13])[CH3:12].[C:14](=O)([O-])[O-].[K+].[K+].CI, predict the reaction product. The product is: [CH3:14][O:1][C:2]1[C:7]([CH3:8])=[C:6]([CH3:9])[CH:5]=[C:4]([CH3:10])[C:3]=1[C:11](=[O:13])[CH3:12].